Dataset: Full USPTO retrosynthesis dataset with 1.9M reactions from patents (1976-2016). Task: Predict the reactants needed to synthesize the given product. (1) Given the product [N+:8]([C:5]1[CH:6]=[CH:7][C:2]([N:18]2[CH2:23][CH2:22][O:21][CH2:20][CH2:19]2)=[CH:3][CH:4]=1)([O-:10])=[O:9], predict the reactants needed to synthesize it. The reactants are: F[C:2]1[CH:7]=[CH:6][C:5]([N+:8]([O-:10])=[O:9])=[CH:4][CH:3]=1.C(N(CC)CC)C.[NH:18]1[CH2:23][CH2:22][O:21][CH2:20][CH2:19]1. (2) Given the product [CH3:1][O:2][C:3]1[CH:4]=[C:5]([CH:21]=[CH:22][C:23]=1[O:24][CH3:25])[CH2:6][CH:7]1[C:16]2[C:11](=[CH:12][C:13]([O:19][CH3:20])=[C:14]([O:17][CH3:18])[CH:15]=2)[CH2:10][CH2:9][N:8]1[CH2:27][C:28]([NH:35][CH2:34][C:33]1[CH:36]=[CH:37][CH:38]=[CH:39][C:32]=1[Cl:31])=[O:29], predict the reactants needed to synthesize it. The reactants are: [CH3:1][O:2][C:3]1[CH:4]=[C:5]([CH:21]=[CH:22][C:23]=1[O:24][CH3:25])[CH2:6][CH:7]1[C:16]2[C:11](=[CH:12][C:13]([O:19][CH3:20])=[C:14]([O:17][CH3:18])[CH:15]=2)[CH2:10][CH2:9][NH:8]1.Br[CH2:27][C:28](Br)=[O:29].[Cl:31][C:32]1[CH:39]=[CH:38][CH:37]=[CH:36][C:33]=1[CH2:34][NH2:35]. (3) Given the product [CH3:9][NH:5][C:4]1[CH:6]=[CH:7][CH:8]=[C:2]([Br:1])[CH:3]=1, predict the reactants needed to synthesize it. The reactants are: [Br:1][C:2]1[CH:3]=[C:4]([CH:6]=[CH:7][CH:8]=1)[NH2:5].[C:9]([O-])([O-])=O.[K+].[K+].CN(C=O)C.IC. (4) Given the product [CH:20]1([CH2:25][C@H:26]([C:30]2[CH:35]=[CH:34][CH:33]=[C:32]([C:36]([F:37])([F:38])[F:39])[CH:31]=2)[C:27]([NH:1][C:2]2[CH:6]=[CH:5][N:4]([CH2:7][C:8]([OH:10])([CH3:11])[CH3:9])[N:3]=2)=[O:28])[CH2:24][CH2:23][CH2:22][CH2:21]1, predict the reactants needed to synthesize it. The reactants are: [NH2:1][C:2]1[CH:6]=[CH:5][N:4]([CH2:7][C:8]([CH3:11])([OH:10])[CH3:9])[N:3]=1.N1C(C)=CC=CC=1C.[CH:20]1([CH2:25][C@H:26]([C:30]2[CH:35]=[CH:34][CH:33]=[C:32]([C:36]([F:39])([F:38])[F:37])[CH:31]=2)[C:27](Cl)=[O:28])[CH2:24][CH2:23][CH2:22][CH2:21]1. (5) The reactants are: [CH3:1][C:2]([S:6]([CH3:9])(=[O:8])=[O:7])([CH3:5])[C:3]#[N:4].C(=O)=O.CC(C)=O.C([Li])CCC.CCCCCC.[F:28][C:29]1[CH:34]=[CH:33][C:32]([N+:35]([O-:37])=[O:36])=[CH:31][C:30]=1[C:38](=[N:40][S:41]([C:43]([CH3:46])([CH3:45])[CH3:44])=[O:42])[CH3:39].C[Al](C)C. Given the product [C:3]([C:2]([S:6]([CH2:9][C:38]([NH:40][S:41]([C:43]([CH3:44])([CH3:46])[CH3:45])=[O:42])([C:30]1[CH:31]=[C:32]([N+:35]([O-:37])=[O:36])[CH:33]=[CH:34][C:29]=1[F:28])[CH3:39])(=[O:8])=[O:7])([CH3:5])[CH3:1])#[N:4], predict the reactants needed to synthesize it. (6) Given the product [CH2:6]([O:5][C:3](=[O:4])[CH:2]([O:1][C:18](=[O:20])[CH3:19])[C:8]1[CH:17]=[CH:16][CH:15]=[C:14]2[C:9]=1[CH:10]=[CH:11][N:12]=[CH:13]2)[CH3:7], predict the reactants needed to synthesize it. The reactants are: [OH:1][CH:2]([C:8]1[CH:17]=[CH:16][CH:15]=[C:14]2[C:9]=1[CH:10]=[CH:11][N:12]=[CH:13]2)[C:3]([O:5][CH2:6][CH3:7])=[O:4].[C:18](Cl)(=[O:20])[CH3:19]. (7) Given the product [ClH:1].[Cl:1][C:2]1[CH:7]=[C:6]([S:8]([C:11]2[S:15][C:14]([CH2:16][NH:17][CH3:18])=[CH:13][C:12]=2[C:26]2[C:27]([F:32])=[N:28][CH:29]=[CH:30][CH:31]=2)(=[O:9])=[O:10])[CH:5]=[CH:4][N:3]=1, predict the reactants needed to synthesize it. The reactants are: [Cl:1][C:2]1[CH:7]=[C:6]([S:8]([C:11]2[S:15][C:14]([CH2:16][N:17](C)[C:18](=O)OC(C)(C)C)=[CH:13][C:12]=2[C:26]2[C:27]([F:32])=[N:28][CH:29]=[CH:30][CH:31]=2)(=[O:10])=[O:9])[CH:5]=[CH:4][N:3]=1.